Task: Regression. Given two drug SMILES strings and cell line genomic features, predict the synergy score measuring deviation from expected non-interaction effect.. Dataset: NCI-60 drug combinations with 297,098 pairs across 59 cell lines (1) Drug 1: CC1=C(C(CCC1)(C)C)C=CC(=CC=CC(=CC(=O)O)C)C. Drug 2: C1C(C(OC1N2C=NC(=NC2=O)N)CO)O. Cell line: COLO 205. Synergy scores: CSS=11.2, Synergy_ZIP=-0.323, Synergy_Bliss=-3.98, Synergy_Loewe=-17.5, Synergy_HSA=-3.94. (2) Drug 1: CC1C(C(=O)NC(C(=O)N2CCCC2C(=O)N(CC(=O)N(C(C(=O)O1)C(C)C)C)C)C(C)C)NC(=O)C3=C4C(=C(C=C3)C)OC5=C(C(=O)C(=C(C5=N4)C(=O)NC6C(OC(=O)C(N(C(=O)CN(C(=O)C7CCCN7C(=O)C(NC6=O)C(C)C)C)C)C(C)C)C)N)C. Drug 2: C1CN1C2=NC(=NC(=N2)N3CC3)N4CC4. Cell line: NCI-H522. Synergy scores: CSS=46.4, Synergy_ZIP=-4.18, Synergy_Bliss=6.77, Synergy_Loewe=4.11, Synergy_HSA=5.08. (3) Drug 1: CC=C1C(=O)NC(C(=O)OC2CC(=O)NC(C(=O)NC(CSSCCC=C2)C(=O)N1)C(C)C)C(C)C. Drug 2: C1CNP(=O)(OC1)N(CCCl)CCCl. Cell line: SW-620. Synergy scores: CSS=61.6, Synergy_ZIP=2.19, Synergy_Bliss=1.37, Synergy_Loewe=-11.9, Synergy_HSA=-1.34.